This data is from Reaction yield outcomes from USPTO patents with 853,638 reactions. The task is: Predict the reaction yield, written as a fraction of the theoretical maximum amount of product (1.0 means a 100% yield; for example, 0.34 means a 34% yield). (1) The reactants are Cl.[O:2]=[C:3]1[NH:12][C:11]2[N:10]=[CH:9][C:8](/[CH:13]=[CH:14]/[C:15]([OH:17])=O)=[CH:7][C:6]=2[CH2:5][CH2:4]1.Cl.[O:19]([CH:26]1[CH2:29][NH:28][CH2:27]1)[C:20]1[CH:25]=[CH:24][CH:23]=[CH:22][CH:21]=1.CCN(C(C)C)C(C)C.CCN=C=NCCCN(C)C. The catalyst is CN(C=O)C. The product is [O:17]=[C:15]([N:28]1[CH2:27][CH:26]([O:19][C:20]2[CH:25]=[CH:24][CH:23]=[CH:22][CH:21]=2)[CH2:29]1)/[CH:14]=[CH:13]/[C:8]1[CH:7]=[C:6]2[C:11](=[N:10][CH:9]=1)[NH:12][C:3](=[O:2])[CH2:4][CH2:5]2. The yield is 0.360. (2) The reactants are [Cl:1][C:2]1[CH:7]=[C:6]2[NH:8][C:9](=[O:33])[C:10]3([CH:15]([C:16]4[CH:21]=[CH:20][CH:19]=[C:18]([Cl:22])[CH:17]=4)[CH2:14][C:13](=[O:23])[N:12]([CH2:24][C:25](F)=[O:26])[CH:11]3[C:28]([CH2:31][CH3:32])=[CH:29][CH3:30])[C:5]2=[CH:4][CH:3]=1.[NH2:34][C:35]([CH3:39])([CH3:38])[CH2:36][OH:37].CN1CCOCC1. The catalyst is CN(C)C1C=CN=CC=1.O1CCCC1. The product is [Cl:1][C:2]1[CH:7]=[C:6]2[NH:8][C:9](=[O:33])[C:10]3([CH:15]([C:16]4[CH:21]=[CH:20][CH:19]=[C:18]([Cl:22])[CH:17]=4)[CH2:14][C:13](=[O:23])[N:12]([CH2:24][C:25]([NH:34][C:35]([CH3:39])([CH3:38])[CH2:36][OH:37])=[O:26])[CH:11]3[C:28]([CH2:31][CH3:32])=[CH:29][CH3:30])[C:5]2=[CH:4][CH:3]=1. The yield is 0.670. (3) The reactants are Br[CH2:2][C:3](=O)[C:4]([O:6][CH2:7][CH3:8])=[O:5].[C:10]1([CH:16]=[CH:17][C:18]([NH2:20])=[O:19])[CH:15]=[CH:14][CH:13]=[CH:12][CH:11]=1.C([O-])(O)=O.[Na+]. The catalyst is C1COCC1. The product is [CH:17](/[C:18]1[O:19][CH:2]=[C:3]([C:4]([O:6][CH2:7][CH3:8])=[O:5])[N:20]=1)=[CH:16]\[C:10]1[CH:15]=[CH:14][CH:13]=[CH:12][CH:11]=1. The yield is 0.510. (4) The reactants are [NH2:1][C:2]1[CH:3]=[C:4](/[CH:12]=[CH:13]/[N:14]2[C:22](=[O:23])[C:21]3[C:16](=[CH:17][CH:18]=[CH:19][CH:20]=3)[C:15]2=[O:24])[CH:5]=[C:6]([C:8]([F:11])([F:10])[F:9])[CH:7]=1. The catalyst is CCO.C1COCC1.[Pd]. The product is [NH2:1][C:2]1[CH:3]=[C:4]([CH2:12][CH2:13][N:14]2[C:22](=[O:23])[C:21]3[C:16](=[CH:17][CH:18]=[CH:19][CH:20]=3)[C:15]2=[O:24])[CH:5]=[C:6]([C:8]([F:9])([F:10])[F:11])[CH:7]=1. The yield is 0.400. (5) The reactants are [F:1][C:2]([F:15])([O:6][C:7]1[CH:8]=[C:9]([CH:12]=[CH:13][CH:14]=1)[CH:10]=O)[CH:3]([F:5])[F:4].[Br:16][C:17]1[CH:18]=[C:19]([CH:21]=[CH:22][CH:23]=1)[NH2:20].[BH-](OC(C)=O)(OC(C)=O)OC(C)=O.[Na+].C(O)(=O)C. The catalyst is O.ClCCCl. The product is [Br:16][C:17]1[CH:18]=[C:19]([NH:20][CH2:10][C:9]2[CH:12]=[CH:13][CH:14]=[C:7]([O:6][C:2]([F:15])([F:1])[CH:3]([F:5])[F:4])[CH:8]=2)[CH:21]=[CH:22][CH:23]=1. The yield is 0.960. (6) The reactants are [NH2:1][C@H:2]([C:5]([OH:7])=[O:6])[CH2:3][SH:4].[C:8]([O:13][CH2:14][CH3:15])(=[O:12])[C:9]([CH3:11])=O. The catalyst is O.C(O)C. The product is [CH3:15][CH2:14][O:13][C:8]([C:9]1([CH3:11])[NH:1][CH:2]([C:5]([OH:7])=[O:6])[CH2:3][S:4]1)=[O:12]. The yield is 0.700. (7) The reactants are [C:1]([C:3]1[CH:8]=[CH:7][C:6]([N:9]2[C@@H:13]3[CH2:14][O:15][CH2:16][CH2:17][C@H:12]3[N:11]([C:18]3[CH:28]=[CH:27][C:21]([C:22]([O:24]CC)=[O:23])=[C:20]([F:29])[CH:19]=3)[C:10]2=[O:30])=[CH:5][C:4]=1[C:31]([F:34])([F:33])[F:32])#[N:2].O.[OH-].[Li+]. The catalyst is C1COCC1. The product is [C:1]([C:3]1[CH:8]=[CH:7][C:6]([N:9]2[C@@H:13]3[CH2:14][O:15][CH2:16][CH2:17][C@H:12]3[N:11]([C:18]3[CH:28]=[CH:27][C:21]([C:22]([OH:24])=[O:23])=[C:20]([F:29])[CH:19]=3)[C:10]2=[O:30])=[CH:5][C:4]=1[C:31]([F:33])([F:32])[F:34])#[N:2]. The yield is 0.530. (8) The reactants are [C:1]([O:5][C:6](=[O:18])[NH:7][C:8]1[CH:9]=[N:10][C:11]([C:14](=[NH:17])[NH:15][OH:16])=[CH:12][CH:13]=1)([CH3:4])([CH3:3])[CH3:2].[CH3:19][C:20]1[CH:28]=[C:24]([C:25](O)=O)[C:23]([OH:29])=[CH:22][CH:21]=1. No catalyst specified. The product is [C:1]([O:5][C:6](=[O:18])[NH:7][C:8]1[CH:9]=[N:10][C:11]([C:14]2[N:17]=[C:25]([C:24]3[CH:28]=[C:20]([CH3:19])[CH:21]=[CH:22][C:23]=3[OH:29])[O:16][N:15]=2)=[CH:12][CH:13]=1)([CH3:4])([CH3:2])[CH3:3]. The yield is 0.0800. (9) The reactants are [NH:1]1[CH2:6][CH2:5][CH2:4][CH2:3][CH2:2]1.C(N(C(C)C)C(C)C)C.[OH:16][C:17]1[C:22]2[O:23][C:24]([C:32]3[CH:37]=[CH:36][CH:35]=[CH:34][CH:33]=3)([C:26]3[CH:31]=[CH:30][CH:29]=[CH:28][CH:27]=3)[O:25][C:21]=2[CH:20]=[C:19]([C:38](Cl)=[O:39])[CH:18]=1. The catalyst is C(Cl)Cl. The product is [OH:16][C:17]1[C:22]2[O:23][C:24]([C:26]3[CH:27]=[CH:28][CH:29]=[CH:30][CH:31]=3)([C:32]3[CH:37]=[CH:36][CH:35]=[CH:34][CH:33]=3)[O:25][C:21]=2[CH:20]=[C:19]([C:38]([N:1]2[CH2:6][CH2:5][CH2:4][CH2:3][CH2:2]2)=[O:39])[CH:18]=1. The yield is 0.450. (10) The reactants are [OH:1][C:2]1[NH:7][C:6](=[O:8])[N:5]([CH2:9][C:10]2[CH:15]=[CH:14][CH:13]=[CH:12][CH:11]=2)[C:4](=[O:16])[C:3]=1[C:17]([NH:19][CH2:20][C:21]([O:23]CC)=[O:22])=[O:18].CI.[C:28](=O)([O-])[O-].[Na+].[Na+].Cl. The catalyst is CN(C)C=O. The product is [OH:1][C:2]1[N:7]([CH3:28])[C:6](=[O:8])[N:5]([CH2:9][C:10]2[CH:15]=[CH:14][CH:13]=[CH:12][CH:11]=2)[C:4](=[O:16])[C:3]=1[C:17]([NH:19][CH2:20][C:21]([OH:23])=[O:22])=[O:18]. The yield is 0.280.